This data is from Aqueous solubility values for 9,982 compounds from the AqSolDB database. The task is: Regression/Classification. Given a drug SMILES string, predict its absorption, distribution, metabolism, or excretion properties. Task type varies by dataset: regression for continuous measurements (e.g., permeability, clearance, half-life) or binary classification for categorical outcomes (e.g., BBB penetration, CYP inhibition). For this dataset (solubility_aqsoldb), we predict Y. (1) The compound is CC(C)N1C(=O)c2ccccc2NS1(=O)=O. The Y is -2.68 log mol/L. (2) The Y is -5.57 log mol/L. The compound is CCc1cc(Cc2cc(CC)cc(C(C)(C)C)c2O)c(O)c(C(C)(C)C)c1. (3) The Y is -2.29 log mol/L. The compound is CCCI.